Dataset: NCI-60 drug combinations with 297,098 pairs across 59 cell lines. Task: Regression. Given two drug SMILES strings and cell line genomic features, predict the synergy score measuring deviation from expected non-interaction effect. Drug 1: CC(CN1CC(=O)NC(=O)C1)N2CC(=O)NC(=O)C2. Drug 2: CCC(=C(C1=CC=CC=C1)C2=CC=C(C=C2)OCCN(C)C)C3=CC=CC=C3.C(C(=O)O)C(CC(=O)O)(C(=O)O)O. Cell line: SW-620. Synergy scores: CSS=33.2, Synergy_ZIP=-9.10, Synergy_Bliss=0.732, Synergy_Loewe=-2.62, Synergy_HSA=-1.95.